Dataset: Catalyst prediction with 721,799 reactions and 888 catalyst types from USPTO. Task: Predict which catalyst facilitates the given reaction. (1) Reactant: [Cl:1][C:2]1[CH:11]=[CH:10][C:9]2[CH2:8][NH:7][CH2:6][CH2:5][C:4]=2[N:3]=1.C(=O)(O)[O-].[Na+].[CH3:17][C:18]([O:21][C:22](O[C:22]([O:21][C:18]([CH3:20])([CH3:19])[CH3:17])=[O:23])=[O:23])([CH3:20])[CH3:19]. Product: [Cl:1][C:2]1[CH:11]=[CH:10][C:9]2[CH2:8][N:7]([C:22]([O:21][C:18]([CH3:20])([CH3:19])[CH3:17])=[O:23])[CH2:6][CH2:5][C:4]=2[N:3]=1. The catalyst class is: 708. (2) Reactant: [Cl:1][C:2]1[CH:3]=[C:4]([CH:8]=[CH:9][C:10]=1[C:11]1[CH:20]=[CH:19][C:18]2[C:13](=[CH:14][CH:15]=[C:16]([OH:21])[CH:17]=2)[N:12]=1)[C:5]([NH2:7])=O.C(OC(C(F)(F)F)=O)(C(F)(F)F)=O.CCN(CC)CC. Product: [Cl:1][C:2]1[CH:3]=[C:4]([CH:8]=[CH:9][C:10]=1[C:11]1[CH:20]=[CH:19][C:18]2[C:13](=[CH:14][CH:15]=[C:16]([OH:21])[CH:17]=2)[N:12]=1)[C:5]#[N:7]. The catalyst class is: 34. (3) Reactant: [NH2:1][C:2]1[CH:3]=[CH:4][C:5]([O:12][CH:13]([C:20]2[CH:25]=[CH:24][CH:23]=[C:22]([C:26]([F:29])([F:28])[F:27])[CH:21]=2)[C:14]2[CH:19]=[CH:18][CH:17]=[CH:16][CH:15]=2)=[C:6]([CH:11]=1)[C:7]([O:9][CH3:10])=[O:8].[CH3:30][O:31][C:32]1[CH:33]=[C:34]([N:40]=[C:41]=[O:42])[CH:35]=[CH:36][C:37]=1[O:38][CH3:39]. Product: [CH3:30][O:31][C:32]1[CH:33]=[C:34]([NH:40][C:41]([NH:1][C:2]2[CH:3]=[CH:4][C:5]([O:12][CH:13]([C:20]3[CH:25]=[CH:24][CH:23]=[C:22]([C:26]([F:27])([F:28])[F:29])[CH:21]=3)[C:14]3[CH:15]=[CH:16][CH:17]=[CH:18][CH:19]=3)=[C:6]([CH:11]=2)[C:7]([O:9][CH3:10])=[O:8])=[O:42])[CH:35]=[CH:36][C:37]=1[O:38][CH3:39]. The catalyst class is: 1.